Dataset: Forward reaction prediction with 1.9M reactions from USPTO patents (1976-2016). Task: Predict the product of the given reaction. (1) Given the reactants [N:1]1[CH:6]=[CH:5][C:4]([CH2:7][NH2:8])=[CH:3][CH:2]=1.Cl[C:10]([O:12][C:13]1[CH:18]=[CH:17][C:16]([N+:19]([O-:21])=[O:20])=[CH:15][CH:14]=1)=[O:11], predict the reaction product. The product is: [N:1]1[CH:6]=[CH:5][C:4]([CH2:7][NH:8][C:10](=[O:11])[O:12][C:13]2[CH:14]=[CH:15][C:16]([N+:19]([O-:21])=[O:20])=[CH:17][CH:18]=2)=[CH:3][CH:2]=1. (2) Given the reactants Cl.[NH:2]1[CH2:6][CH2:5][CH2:4][C@H:3]1[C:7]#[N:8].[Cl:9][C:10]1[C:11]([OH:21])=[C:12]([S:17](Cl)(=[O:19])=[O:18])[CH:13]=[C:14]([Cl:16])[CH:15]=1, predict the reaction product. The product is: [Cl:9][C:10]1[C:11]([OH:21])=[C:12]([S:17]([N:2]2[CH2:6][CH2:5][CH2:4][C@H:3]2[C:7]#[N:8])(=[O:19])=[O:18])[CH:13]=[C:14]([Cl:16])[CH:15]=1. (3) Given the reactants [Li][CH2:2]CCC.[CH3:6][C:7]1([CH3:21])[CH2:12][O:11][CH:10]([C:13]2[CH:18]=[CH:17][CH:16]=[CH:15][CH:14]=2)[O:9][C@H:8]1[CH:19]=O, predict the reaction product. The product is: [CH3:21][C:7]1([CH3:6])[CH2:12][O:11][CH:10]([C:13]2[CH:14]=[CH:15][CH:16]=[CH:17][CH:18]=2)[O:9][C@H:8]1[CH:19]=[CH2:2]. (4) Given the reactants [CH2:1]([O:5][C:6]1[C:15]2[C:10](=[CH:11][C:12]([F:16])=[CH:13][CH:14]=2)[C:9](=[O:17])[N:8]([CH2:18][C:19]([CH3:22])([CH3:21])[CH3:20])[C:7]=1[CH2:23]Cl)[CH2:2][CH2:3][CH3:4].[C:25]1(=[O:35])[NH:29][C:28](=[O:30])[C:27]2=[CH:31][CH:32]=[CH:33][CH:34]=[C:26]12.[K].O, predict the reaction product. The product is: [CH2:1]([O:5][C:6]1[C:15]2[C:10](=[CH:11][C:12]([F:16])=[CH:13][CH:14]=2)[C:9](=[O:17])[N:8]([CH2:18][C:19]([CH3:22])([CH3:21])[CH3:20])[C:7]=1[CH2:23][N:29]1[C:25](=[O:35])[C:26]2[C:27](=[CH:31][CH:32]=[CH:33][CH:34]=2)[C:28]1=[O:30])[CH2:2][CH2:3][CH3:4]. (5) Given the reactants [C:1]([O:4][C@H:5]([C:47]1[CH:52]=[CH:51][C:50]([F:53])=[CH:49][CH:48]=1)[CH2:6][CH2:7][C@H:8]1[C:11](=[O:12])[N:10]([C:13]2[CH:18]=[CH:17][C:16](OS(C(F)(F)F)(=O)=O)=[CH:15][CH:14]=2)[C@@H:9]1[C:27]1[CH:32]=[CH:31][C:30]([C:33]#[C:34][C:35]([CH2:42][O:43][C:44](=[O:46])[CH3:45])([OH:41])[CH2:36][O:37][C:38](=[O:40])[CH3:39])=[CH:29][CH:28]=1)(=[O:3])[CH3:2].[B:54]1([B:54]2[O:58][C:57]([CH3:60])([CH3:59])[C:56]([CH3:62])([CH3:61])[O:55]2)[O:58][C:57]([CH3:60])([CH3:59])[C:56]([CH3:62])([CH3:61])[O:55]1.C([O-])(=O)C.[K+].O, predict the reaction product. The product is: [C:1]([O:4][C@H:5]([C:47]1[CH:48]=[CH:49][C:50]([F:53])=[CH:51][CH:52]=1)[CH2:6][CH2:7][C@H:8]1[C:11](=[O:12])[N:10]([C:13]2[CH:14]=[CH:15][C:16]([B:54]3[O:58][C:57]([CH3:60])([CH3:59])[C:56]([CH3:62])([CH3:61])[O:55]3)=[CH:17][CH:18]=2)[C@@H:9]1[C:27]1[CH:32]=[CH:31][C:30]([C:33]#[C:34][C:35]([CH2:36][O:37][C:38](=[O:40])[CH3:39])([OH:41])[CH2:42][O:43][C:44](=[O:46])[CH3:45])=[CH:29][CH:28]=1)(=[O:3])[CH3:2]. (6) Given the reactants Br[C:2]1[CH:7]=[CH:6][C:5]([C:8]([N:10]2[CH2:15][CH2:14][N:13]([C:16]3[CH:21]=[CH:20][C:19]([CH3:22])=[CH:18][C:17]=3[CH3:23])[CH2:12][CH2:11]2)=[O:9])=[C:4]([S:24]([CH3:27])(=[O:26])=[O:25])[CH:3]=1.[NH:28]1[CH2:32][CH2:31][CH2:30][C:29]1=[O:33], predict the reaction product. The product is: [CH3:23][C:17]1[CH:18]=[C:19]([CH3:22])[CH:20]=[CH:21][C:16]=1[N:13]1[CH2:14][CH2:15][N:10]([C:8]([C:5]2[CH:6]=[CH:7][C:2]([N:28]3[CH2:32][CH2:31][CH2:30][C:29]3=[O:33])=[CH:3][C:4]=2[S:24]([CH3:27])(=[O:26])=[O:25])=[O:9])[CH2:11][CH2:12]1. (7) Given the reactants C([O:3][C:4](=O)[CH2:5][CH:6]1[CH2:10][CH2:9][CH2:8][O:7]1)C.O.[NH2:13][NH2:14], predict the reaction product. The product is: [O:7]1[CH2:8][CH2:9][CH2:10][CH:6]1[CH2:5][C:4]([NH:13][NH2:14])=[O:3]. (8) Given the reactants [CH3:1][N:2]1[CH:6]=[N:5][N:4]=[N:3]1.C([Mg]Cl)(C)C.CON(C)[C:15](=[O:24])[C:16]1[CH:21]=[CH:20][CH:19]=[C:18]([S:22][CH3:23])[CH:17]=1.Cl, predict the reaction product. The product is: [CH3:23][S:22][C:18]1[CH:17]=[C:16]([C:15]([C:6]2[N:2]([CH3:1])[N:3]=[N:4][N:5]=2)=[O:24])[CH:21]=[CH:20][CH:19]=1. (9) Given the reactants F[C:2]1[CH:7]=[CH:6][C:5]([S:8]([CH3:11])(=[O:10])=[O:9])=[CH:4][CH:3]=1.O.[SH-:13].[Na+], predict the reaction product. The product is: [CH3:11][S:8]([C:5]1[CH:6]=[CH:7][C:2]([SH:13])=[CH:3][CH:4]=1)(=[O:10])=[O:9].